Regression. Given two drug SMILES strings and cell line genomic features, predict the synergy score measuring deviation from expected non-interaction effect. From a dataset of NCI-60 drug combinations with 297,098 pairs across 59 cell lines. (1) Drug 1: C1=NC2=C(N=C(N=C2N1C3C(C(C(O3)CO)O)O)F)N. Drug 2: CC1=C2C(C(=O)C3(C(CC4C(C3C(C(C2(C)C)(CC1OC(=O)C(C(C5=CC=CC=C5)NC(=O)OC(C)(C)C)O)O)OC(=O)C6=CC=CC=C6)(CO4)OC(=O)C)O)C)O. Cell line: HS 578T. Synergy scores: CSS=3.07, Synergy_ZIP=4.12, Synergy_Bliss=-1.36, Synergy_Loewe=-0.359, Synergy_HSA=-1.88. (2) Drug 1: CC12CCC3C(C1CCC2O)C(CC4=C3C=CC(=C4)O)CCCCCCCCCS(=O)CCCC(C(F)(F)F)(F)F. Drug 2: C1CC(=O)NC(=O)C1N2C(=O)C3=CC=CC=C3C2=O. Cell line: RPMI-8226. Synergy scores: CSS=12.1, Synergy_ZIP=-5.88, Synergy_Bliss=-4.33, Synergy_Loewe=7.05, Synergy_HSA=-1.22. (3) Drug 1: C1=CN(C(=O)N=C1N)C2C(C(C(O2)CO)O)O.Cl. Drug 2: CC1CCC2CC(C(=CC=CC=CC(CC(C(=O)C(C(C(=CC(C(=O)CC(OC(=O)C3CCCCN3C(=O)C(=O)C1(O2)O)C(C)CC4CCC(C(C4)OC)O)C)C)O)OC)C)C)C)OC. Cell line: NCI-H322M. Synergy scores: CSS=-0.329, Synergy_ZIP=1.35, Synergy_Bliss=2.09, Synergy_Loewe=-5.32, Synergy_HSA=-4.74. (4) Drug 1: C1=CC(=CC=C1C#N)C(C2=CC=C(C=C2)C#N)N3C=NC=N3. Drug 2: C1CNP(=O)(OC1)N(CCCl)CCCl. Cell line: SW-620. Synergy scores: CSS=-1.69, Synergy_ZIP=3.41, Synergy_Bliss=5.13, Synergy_Loewe=0.247, Synergy_HSA=-0.356. (5) Drug 1: C1CCC(C1)C(CC#N)N2C=C(C=N2)C3=C4C=CNC4=NC=N3. Drug 2: C(=O)(N)NO. Cell line: UO-31. Synergy scores: CSS=17.5, Synergy_ZIP=-5.44, Synergy_Bliss=-1.63, Synergy_Loewe=-13.3, Synergy_HSA=1.52. (6) Drug 1: CC12CCC3C(C1CCC2O)C(CC4=C3C=CC(=C4)O)CCCCCCCCCS(=O)CCCC(C(F)(F)F)(F)F. Drug 2: C1CN(P(=O)(OC1)NCCCl)CCCl. Cell line: SF-268. Synergy scores: CSS=-1.82, Synergy_ZIP=1.18, Synergy_Bliss=0.732, Synergy_Loewe=-1.67, Synergy_HSA=-1.48. (7) Drug 1: CC1=C2C(C(=O)C3(C(CC4C(C3C(C(C2(C)C)(CC1OC(=O)C(C(C5=CC=CC=C5)NC(=O)OC(C)(C)C)O)O)OC(=O)C6=CC=CC=C6)(CO4)OC(=O)C)OC)C)OC. Drug 2: C1=CC(=CC=C1CC(C(=O)O)N)N(CCCl)CCCl.Cl. Cell line: NCI-H522. Synergy scores: CSS=51.2, Synergy_ZIP=4.90, Synergy_Bliss=5.72, Synergy_Loewe=-22.2, Synergy_HSA=9.71. (8) Drug 1: CC1=C(C(CCC1)(C)C)C=CC(=CC=CC(=CC(=O)O)C)C. Drug 2: CS(=O)(=O)OCCCCOS(=O)(=O)C. Cell line: MDA-MB-435. Synergy scores: CSS=4.39, Synergy_ZIP=-1.95, Synergy_Bliss=-1.09, Synergy_Loewe=1.34, Synergy_HSA=-2.26. (9) Drug 1: CC1=C(N=C(N=C1N)C(CC(=O)N)NCC(C(=O)N)N)C(=O)NC(C(C2=CN=CN2)OC3C(C(C(C(O3)CO)O)O)OC4C(C(C(C(O4)CO)O)OC(=O)N)O)C(=O)NC(C)C(C(C)C(=O)NC(C(C)O)C(=O)NCCC5=NC(=CS5)C6=NC(=CS6)C(=O)NCCC[S+](C)C)O. Drug 2: CCC1(CC2CC(C3=C(CCN(C2)C1)C4=CC=CC=C4N3)(C5=C(C=C6C(=C5)C78CCN9C7C(C=CC9)(C(C(C8N6C)(C(=O)OC)O)OC(=O)C)CC)OC)C(=O)OC)O.OS(=O)(=O)O. Cell line: A549. Synergy scores: CSS=43.2, Synergy_ZIP=1.21, Synergy_Bliss=1.52, Synergy_Loewe=0.341, Synergy_HSA=1.57.